Dataset: Forward reaction prediction with 1.9M reactions from USPTO patents (1976-2016). Task: Predict the product of the given reaction. (1) Given the reactants C([O-])(=O)C.[Mn+2:5].C([O-])(=O)C.[C:10]([OH:29])(=[O:28])[CH2:11][CH2:12][CH2:13][CH2:14][CH2:15][CH2:16][CH2:17]/[CH:18]=[CH:19]\[CH2:20][CH2:21][CH2:22][CH2:23][CH2:24][CH2:25][CH2:26][CH3:27], predict the reaction product. The product is: [C:10]([O-:29])(=[O:28])[CH2:11][CH2:12][CH2:13][CH2:14][CH2:15][CH2:16][CH2:17]/[CH:18]=[CH:19]\[CH2:20][CH2:21][CH2:22][CH2:23][CH2:24][CH2:25][CH2:26][CH3:27].[Mn+2:5].[C:10]([O-:29])(=[O:28])[CH2:11][CH2:12][CH2:13][CH2:14][CH2:15][CH2:16][CH2:17]/[CH:18]=[CH:19]\[CH2:20][CH2:21][CH2:22][CH2:23][CH2:24][CH2:25][CH2:26][CH3:27]. (2) Given the reactants [CH2:1]([NH:8][C@H:9]1[CH2:14][CH2:13][CH2:12][C@@H:11]([O:15][C:16]2[C:17]([CH3:25])=[C:18]3[C:22](=[CH:23][CH:24]=2)[NH:21][N:20]=[CH:19]3)[CH2:10]1)[C:2]1[CH:7]=[CH:6][CH:5]=[CH:4][CH:3]=1.C=O.[C:28](O)(=O)C.C([BH3-])#N.[Na+], predict the reaction product. The product is: [CH2:1]([N:8]([CH3:28])[C@H:9]1[CH2:14][CH2:13][CH2:12][C@@H:11]([O:15][C:16]2[C:17]([CH3:25])=[C:18]3[C:22](=[CH:23][CH:24]=2)[NH:21][N:20]=[CH:19]3)[CH2:10]1)[C:2]1[CH:7]=[CH:6][CH:5]=[CH:4][CH:3]=1. (3) Given the reactants [NH2:1][C@H:2]1[CH2:7][CH2:6][C@H:5]([NH2:8])[CH2:4][CH2:3]1.[C:9](O[C:9]([O:11][C:12]([CH3:15])([CH3:14])[CH3:13])=[O:10])([O:11][C:12]([CH3:15])([CH3:14])[CH3:13])=[O:10], predict the reaction product. The product is: [NH2:1][CH:2]1[CH2:7][CH2:6][CH:5]([NH:8][C:9](=[O:10])[O:11][C:12]([CH3:15])([CH3:14])[CH3:13])[CH2:4][CH2:3]1. (4) The product is: [Cl:1][C:2]1[CH:3]=[C:4]([CH:12]([CH3:17])[C:13]([OH:15])=[O:14])[CH:5]=[CH:6][C:7]=1[S:8]([CH3:11])(=[O:10])=[O:9]. Given the reactants [Cl:1][C:2]1[CH:3]=[C:4]([CH:12]([CH3:17])[C:13]([O:15]C)=[O:14])[CH:5]=[CH:6][C:7]=1[S:8]([CH3:11])(=[O:10])=[O:9].[OH-].[Na+].C(OCC)(=O)C.CCCCCC, predict the reaction product.